Dataset: Full USPTO retrosynthesis dataset with 1.9M reactions from patents (1976-2016). Task: Predict the reactants needed to synthesize the given product. The reactants are: [C:1]([C:3]1[CH:4]=[C:5]([CH:22]=[CH:23][CH:24]=1)[CH2:6][N:7]([C:16](=[O:21])[C:17]([F:20])([F:19])[F:18])[CH2:8][C:9]([O:11][C:12]([CH3:15])([CH3:14])[CH3:13])=[O:10])#[N:2].Cl.[NH2:26][OH:27].C(N(CC)CC)C. Given the product [OH:27][N:26]=[C:1]([C:3]1[CH:4]=[C:5]([CH:22]=[CH:23][CH:24]=1)[CH2:6][N:7]([C:16](=[O:21])[C:17]([F:19])([F:20])[F:18])[CH2:8][C:9]([O:11][C:12]([CH3:15])([CH3:14])[CH3:13])=[O:10])[NH2:2], predict the reactants needed to synthesize it.